Task: Predict the reaction yield, written as a fraction of the theoretical maximum amount of product (1.0 means a 100% yield; for example, 0.34 means a 34% yield).. Dataset: Reaction yield outcomes from USPTO patents with 853,638 reactions (1) The reactants are [Cl-].O[NH3+:3].[C:4](=[O:7])([O-])[OH:5].[Na+].CS(C)=O.[CH2:13]([C:17]1[N:18]=[C:19]([CH3:50])[N:20]([CH2:39][C:40]2[CH:49]=[CH:48][C:47]3[C:42](=[CH:43][CH:44]=[CH:45][CH:46]=3)[N:41]=2)[C:21](=[O:38])[C:22]=1[CH2:23][C:24]1[CH:29]=[CH:28][C:27]([C:30]2[C:31]([C:36]#[N:37])=[CH:32][CH:33]=[CH:34][CH:35]=2)=[CH:26][CH:25]=1)[CH2:14][CH2:15][CH3:16]. The catalyst is C(OCC)(=O)C. The product is [CH2:13]([C:17]1[N:18]=[C:19]([CH3:50])[N:20]([CH2:39][C:40]2[CH:49]=[CH:48][C:47]3[C:42](=[CH:43][CH:44]=[CH:45][CH:46]=3)[N:41]=2)[C:21](=[O:38])[C:22]=1[CH2:23][C:24]1[CH:25]=[CH:26][C:27]([C:30]2[CH:35]=[CH:34][CH:33]=[CH:32][C:31]=2[C:36]2[NH:3][C:4](=[O:7])[O:5][N:37]=2)=[CH:28][CH:29]=1)[CH2:14][CH2:15][CH3:16]. The yield is 0.380. (2) The reactants are [CH3:1][O:2][C:3]1[CH:23]=[CH:22][C:6]([O:7][C:8]2[S:9][C:10]([C:13]3[CH:18]=[CH:17][C:16]([CH:19]([NH2:21])[CH3:20])=[CH:15][CH:14]=3)=[CH:11][N:12]=2)=[CH:5][CH:4]=1.[Cl-].ClC(Cl)(Cl)[C:27]([N:29]=C=O)=[O:28].C([O-])([O-])=O.[Na+].[Na+]. The catalyst is CO. The product is [CH3:1][O:2][C:3]1[CH:23]=[CH:22][C:6]([O:7][C:8]2[S:9][C:10]([C:13]3[CH:18]=[CH:17][C:16]([CH:19]([NH:21][C:27]([NH2:29])=[O:28])[CH3:20])=[CH:15][CH:14]=3)=[CH:11][N:12]=2)=[CH:5][CH:4]=1. The yield is 0.340.